This data is from Forward reaction prediction with 1.9M reactions from USPTO patents (1976-2016). The task is: Predict the product of the given reaction. (1) Given the reactants [NH2:1][C:2]1[S:3][C:4]2[C:9]([N:10]=1)=[CH:8][CH:7]=[C:6]([O:11][C:12]1[CH:13]=[C:14]([NH:19][C:20](=[O:26])[O:21]C(C)(C)C)[CH:15]=[CH:16][C:17]=1[CH3:18])[N:5]=2.[CH:27]1([C:30](Cl)=[O:31])[CH2:29][CH2:28]1.C(=O)([O-])[O-].[Na+].[Na+], predict the reaction product. The product is: [CH:27]1([C:30]([NH:1][C:2]2[S:3][C:4]3[C:9]([N:10]=2)=[CH:8][CH:7]=[C:6]([O:11][C:12]2[CH:13]=[C:14]([NH:19][C:20](=[O:26])[O:21][CH2:6][CH2:7][CH2:8][CH3:9])[CH:15]=[CH:16][C:17]=2[CH3:18])[N:5]=3)=[O:31])[CH2:29][CH2:28]1. (2) Given the reactants [C:1]([O:5][C:6]([N:8]1[CH2:13][CH2:12][N:11]2[C:14]([C:17](=[O:22])C(Cl)(Cl)Cl)=[CH:15][CH:16]=[C:10]2[CH:9]1[CH3:23])=[O:7])([CH3:4])([CH3:3])[CH3:2].[CH:24]([NH2:27])([CH3:26])[CH3:25], predict the reaction product. The product is: [C:1]([O:5][C:6]([N:8]1[CH2:13][CH2:12][N:11]2[C:14]([C:17](=[O:22])[NH:27][CH:24]([CH3:26])[CH3:25])=[CH:15][CH:16]=[C:10]2[CH:9]1[CH3:23])=[O:7])([CH3:2])([CH3:4])[CH3:3].